This data is from Catalyst prediction with 721,799 reactions and 888 catalyst types from USPTO. The task is: Predict which catalyst facilitates the given reaction. (1) Reactant: C([O:8][C:9]1[CH:10]=[C:11]([NH:18][C:19](=[O:25])[O:20][C:21]([CH3:24])([CH3:23])[CH3:22])[C:12]2[N:13]([N:15]=[CH:16][CH:17]=2)[CH:14]=1)C1C=CC=CC=1. Product: [OH:8][C:9]1[CH:10]=[C:11]([NH:18][C:19](=[O:25])[O:20][C:21]([CH3:23])([CH3:22])[CH3:24])[C:12]2[N:13]([N:15]=[CH:16][CH:17]=2)[CH:14]=1. The catalyst class is: 29. (2) Reactant: [Si]([O:18][CH:19]1[CH2:22][N:21]([C:23]2[S:24][CH:25]=[C:26]([C:28]([O:30][CH2:31][C:32]3[CH:37]=[CH:36][C:35]([N+:38]([O-:40])=[O:39])=[CH:34][CH:33]=3)=[O:29])[N:27]=2)[CH2:20]1)(C(C)(C)C)(C1C=CC=CC=1)C1C=CC=CC=1.C(O)(=O)C.[F-].C([N+](CCCC)(CCCC)CCCC)CCC. Product: [N+:38]([C:35]1[CH:36]=[CH:37][C:32]([CH2:31][O:30][C:28]([C:26]2[N:27]=[C:23]([N:21]3[CH2:22][CH:19]([OH:18])[CH2:20]3)[S:24][CH:25]=2)=[O:29])=[CH:33][CH:34]=1)([O-:40])=[O:39]. The catalyst class is: 7. (3) Reactant: [N:1]1[S:2][N:3]=[C:4]2[CH:9]=[C:8]([NH:10][C:11]3[N:19]=[CH:18][CH:17]=[CH:16][C:12]=3[C:13]([OH:15])=[O:14])[CH:7]=[CH:6][C:5]=12.[CH2:20]([N:22](CC)CC)[CH3:21].ClCC#N. Product: [N:1]1[S:2][N:3]=[C:4]2[CH:9]=[C:8]([NH:10][C:11]3[N:19]=[CH:18][CH:17]=[CH:16][C:12]=3[C:13]([O:15][CH2:21][C:20]#[N:22])=[O:14])[CH:7]=[CH:6][C:5]=12. The catalyst class is: 21. (4) Reactant: [O:1]1[CH2:6][CH2:5][CH:4]([C:7]([OH:9])=O)[CH2:3][CH2:2]1.S(Cl)([Cl:12])=O. Product: [O:1]1[CH2:6][CH2:5][CH:4]([C:7]([Cl:12])=[O:9])[CH2:3][CH2:2]1. The catalyst class is: 11. (5) Reactant: [CH2:1]([NH:4][C:5]1[CH:6]=[C:7]([CH:29]=[C:30]([O:32][CH3:33])[N:31]=1)[C:8]([NH:10][C@H:11]([C@@H:22]1[CH2:26][C@@H:25]([CH3:27])[C:24](=[O:28])[O:23]1)[CH2:12][C:13]1[CH:18]=[CH:17][CH:16]=[C:15]([CH2:19]C=C)[CH:14]=1)=[O:9])[CH:2]=[CH2:3]. Product: [CH3:33][O:32][C:30]1[N:31]=[C:5]2[CH:6]=[C:7]([CH:29]=1)[C:8](=[O:9])[NH:10][C@H:11]([C@@H:22]1[CH2:26][C@@H:25]([CH3:27])[C:24](=[O:28])[O:23]1)[CH2:12][C:13]1=[CH:14][C:15](=[CH:16][CH:17]=[CH:18]1)[CH2:19][CH2:3][CH2:2][CH2:1][NH:4]2. The catalyst class is: 2. (6) Reactant: [N+:1]([CH2:4][C:5]([C:7]1[CH:12]=[CH:11][CH:10]=[CH:9][C:8]=1[NH:13][C:14](=O)[C:15]([F:18])([F:17])[F:16])=[O:6])([O-:3])=[O:2].O.Cl. Product: [N+:1]([C:4]1[C:14]([C:15]([F:18])([F:17])[F:16])=[N:13][C:8]2[C:7]([C:5]=1[OH:6])=[CH:12][CH:11]=[CH:10][CH:9]=2)([O-:3])=[O:2]. The catalyst class is: 367. (7) Reactant: [N:1]([C:4]1[C:9]([C:10]2[O:11][C:12]([CH2:15][CH3:16])=[CH:13][N:14]=2)=[CH:8][N:7]=[C:6]([N:17]2[CH2:22][CH2:21][CH:20]([C:23]([NH:25][S:26]([C:29]3[S:30][C:31]([Cl:34])=[CH:32][CH:33]=3)(=[O:28])=[O:27])=[O:24])[CH2:19][CH2:18]2)[C:5]=1[Cl:35])=[N+]=[N-].[NH4+].[Cl-]. Product: [NH2:1][C:4]1[C:9]([C:10]2[O:11][C:12]([CH2:15][CH3:16])=[CH:13][N:14]=2)=[CH:8][N:7]=[C:6]([N:17]2[CH2:22][CH2:21][CH:20]([C:23]([NH:25][S:26]([C:29]3[S:30][C:31]([Cl:34])=[CH:32][CH:33]=3)(=[O:27])=[O:28])=[O:24])[CH2:19][CH2:18]2)[C:5]=1[Cl:35]. The catalyst class is: 324. (8) Reactant: [CH3:1][O:2][C:3]([C:5]1[N:6]([CH:10]2[C:19]3[C:14](=[CH:15][CH:16]=[CH:17][CH:18]=3)[CH2:13][N:12]([CH3:20])[C:11]2=O)[CH:7]=[N:8][CH:9]=1)=[O:4].B.[OH-].[Na+]. Product: [CH3:1][O:2][C:3]([C:5]1[N:6]([CH:10]2[C:19]3[C:14](=[CH:15][CH:16]=[CH:17][CH:18]=3)[CH2:13][N:12]([CH3:20])[CH2:11]2)[CH:7]=[N:8][CH:9]=1)=[O:4]. The catalyst class is: 1. (9) Reactant: [F:1][C:2]1[CH:3]=[C:4]([CH:31]=[CH:32][C:33]=1[NH:34][C:35]([C:37]1([C:40](=[O:49])[NH:41][C:42]2[CH:47]=[CH:46][C:45]([F:48])=[CH:44][CH:43]=2)[CH2:39][CH2:38]1)=[O:36])[O:5][C:6]1[CH:11]=[CH:10][N:9]=[C:8]([N:12](C(OC2C=CC=CC=2)=O)[C:13](=O)[O:14]C2C=CC=CC=2)[CH:7]=1.Cl.Cl.[N:52]1([CH:56]2[CH2:61][CH2:60][NH:59][CH2:58][CH2:57]2)[CH2:55][CH2:54][CH2:53]1.C(N(CC)CC)C.O. Product: [N:52]1([CH:56]2[CH2:61][CH2:60][N:59]([C:13]([NH:12][C:8]3[CH:7]=[C:6]([O:5][C:4]4[CH:31]=[CH:32][C:33]([NH:34][C:35]([C:37]5([C:40]([NH:41][C:42]6[CH:43]=[CH:44][C:45]([F:48])=[CH:46][CH:47]=6)=[O:49])[CH2:39][CH2:38]5)=[O:36])=[C:2]([F:1])[CH:3]=4)[CH:11]=[CH:10][N:9]=3)=[O:14])[CH2:58][CH2:57]2)[CH2:55][CH2:54][CH2:53]1. The catalyst class is: 9. (10) Reactant: [OH:1][C:2]1[C:11](I)=[C:10]2[C:5]([CH2:6][C@@H:7]([C:13]([OH:15])=[O:14])[NH:8][CH2:9]2)=[CH:4][C:3]=1I.CCN(CC)CC. Product: [OH:1][C:2]1[CH:11]=[C:10]2[C:5]([CH2:6][C@@H:7]([C:13]([OH:15])=[O:14])[NH:8][CH2:9]2)=[CH:4][CH:3]=1. The catalyst class is: 522.